This data is from Forward reaction prediction with 1.9M reactions from USPTO patents (1976-2016). The task is: Predict the product of the given reaction. (1) Given the reactants C[O:2][C:3](=[O:32])[CH2:4][CH2:5][C:6]12[CH2:13][CH2:12][C:9]([C:14](=O)[NH:15][C:16]3[C:17](=[O:30])[N:18]([CH2:27][CH2:28][CH3:29])[C:19](=[O:26])[N:20]([CH2:23][CH2:24][CH3:25])[C:21]=3[NH2:22])([CH2:10][CH2:11]1)[CH2:8][CH2:7]2.[OH-].[K+].O, predict the reaction product. The product is: [O:26]=[C:19]1[N:20]([CH2:23][CH2:24][CH3:25])[C:21]2[N:22]=[C:14]([C:9]34[CH2:10][CH2:11][C:6]([CH2:5][CH2:4][C:3]([OH:2])=[O:32])([CH2:13][CH2:12]3)[CH2:7][CH2:8]4)[NH:15][C:16]=2[C:17](=[O:30])[N:18]1[CH2:27][CH2:28][CH3:29]. (2) Given the reactants [Cl:1][C:2]1[CH:7]=[CH:6][C:5]([O:8][C:9]2[CH:14]=[CH:13][C:12]([CH2:15][CH2:16]I)=[CH:11][CH:10]=2)=[CH:4][C:3]=1[C:18]([F:21])([F:20])[F:19].[CH3:22][O:23][C:24]1[N:29]=[CH:28][C:27]([CH2:30][C:31]2[C:32](=[O:38])[NH:33][C:34](=[S:37])[NH:35][CH:36]=2)=[CH:26][N:25]=1.C([O-])([O-])=O.[K+].[K+], predict the reaction product. The product is: [Cl:1][C:2]1[CH:7]=[CH:6][C:5]([O:8][C:9]2[CH:14]=[CH:13][C:12]([CH2:15][CH2:16][S:37][C:34]3[NH:35][CH:36]=[C:31]([CH2:30][C:27]4[CH:28]=[N:29][C:24]([O:23][CH3:22])=[N:25][CH:26]=4)[C:32](=[O:38])[N:33]=3)=[CH:11][CH:10]=2)=[CH:4][C:3]=1[C:18]([F:21])([F:20])[F:19]. (3) Given the reactants Cl[C:2]1[CH:7]=[C:6]([O:8][C:9]2[C:10]([CH3:16])=[N:11][C:12]([CH3:15])=[CH:13][CH:14]=2)[CH:5]=[CH:4][N:3]=1.[NH2:17][C:18]1[CH:23]=[CH:22][C:21]([S:24]([NH:27][CH2:28][CH2:29][Cl:30])(=[O:26])=[O:25])=[CH:20][CH:19]=1.O.C1(C)C=CC(S(O)(=O)=O)=CC=1, predict the reaction product. The product is: [Cl:30][CH2:29][CH2:28][NH:27][S:24]([C:21]1[CH:22]=[CH:23][C:18]([NH:17][C:2]2[CH:7]=[C:6]([O:8][C:9]3[C:10]([CH3:16])=[N:11][C:12]([CH3:15])=[CH:13][CH:14]=3)[CH:5]=[CH:4][N:3]=2)=[CH:19][CH:20]=1)(=[O:26])=[O:25]. (4) Given the reactants Cl.C[C:3]1[CH:7]=[CH:6][NH:5][C:4]=1[C:8]([O:10][CH2:11][CH3:12])=[O:9].C([N:16](C(C)C)CC)(C)C.C(O[CH:25]=[C:26]([C:32]([O:34][CH2:35][CH3:36])=[O:33])[C:27]([O:29][CH2:30][CH3:31])=[O:28])C, predict the reaction product. The product is: [CH2:11]([O:10][C:8]([C:4]1[NH:5][CH:6]=[CH:7][C:3]=1[NH:16][CH:25]=[C:26]([C:32]([O:34][CH2:35][CH3:36])=[O:33])[C:27]([O:29][CH2:30][CH3:31])=[O:28])=[O:9])[CH3:12].